From a dataset of Forward reaction prediction with 1.9M reactions from USPTO patents (1976-2016). Predict the product of the given reaction. (1) Given the reactants [OH:1][C:2]1[CH:10]=[CH:9][C:8]([O:11][CH3:12])=[C:7]2[C:3]=1[CH2:4][CH2:5][CH2:6]2.C(=O)([O-])[O-].[K+].[K+].Br[CH2:20][C:21]([C:23]1[S:24][CH:25]=[CH:26][CH:27]=1)=[O:22].O, predict the reaction product. The product is: [CH3:12][O:11][C:8]1[CH:9]=[CH:10][C:2]([O:1][CH2:20][C:21]([C:23]2[S:24][CH:25]=[CH:26][CH:27]=2)=[O:22])=[C:3]2[C:7]=1[CH2:6][CH2:5][CH2:4]2. (2) Given the reactants C(C1C=CC=CN=1)(=O)C.C(OC)(=O)C([O-])=O.C[O-].[Na+].Cl.[CH3:21][O:22][C:23](=[O:35])[C:24](O)=[CH:25][C:26](=O)[C:27]1[CH:28]=[N:29][CH:30]=[CH:31][CH:32]=1.Cl.[Cl:37][C:38]1[CH:39]=[C:40]([NH:45][NH2:46])[CH:41]=[CH:42][C:43]=1[Cl:44], predict the reaction product. The product is: [ClH:37].[CH3:21][O:22][C:23]([C:24]1[CH:25]=[C:26]([C:27]2[CH:28]=[N:29][CH:30]=[CH:31][CH:32]=2)[N:45]([C:40]2[CH:41]=[CH:42][C:43]([Cl:44])=[C:38]([Cl:37])[CH:39]=2)[N:46]=1)=[O:35]. (3) Given the reactants Br[C:2]1[CH:7]=[CH:6][C:5]([C:8]([OH:14])([CH3:13])[C:9]([F:12])([F:11])[F:10])=[CH:4][CH:3]=1.[C:15]([N:22]1[CH2:27][CH2:26][NH:25][CH2:24][CH2:23]1)([O:17][C:18]([CH3:21])([CH3:20])[CH3:19])=[O:16].CC(C)([O-])C.[Na+].C1(P(C2CCCCC2)C2C=CC=CC=2C2C(OC(C)C)=CC=CC=2OC(C)C)CCCCC1, predict the reaction product. The product is: [F:10][C:9]([F:12])([F:11])[C:8]([C:5]1[CH:6]=[CH:7][C:2]([N:25]2[CH2:24][CH2:23][N:22]([C:15]([O:17][C:18]([CH3:21])([CH3:20])[CH3:19])=[O:16])[CH2:27][CH2:26]2)=[CH:3][CH:4]=1)([OH:14])[CH3:13]. (4) Given the reactants [H-].[Li+].[Al+3].[H-].[H-].[H-].[CH2:7]([N:14]1[CH2:19][C:18](=O)[NH:17][C:16]([CH3:22])([CH3:21])[C:15]1=O)[C:8]1[CH:13]=[CH:12][CH:11]=[CH:10][CH:9]=1.O.[OH-].[Na+], predict the reaction product. The product is: [CH2:7]([N:14]1[CH2:19][CH2:18][NH:17][C:16]([CH3:22])([CH3:21])[CH2:15]1)[C:8]1[CH:9]=[CH:10][CH:11]=[CH:12][CH:13]=1. (5) The product is: [N+:13]([C:12]1[C:7]2[NH:6][C:3](=[O:4])[CH2:2][O:16][C:8]=2[CH:9]=[CH:10][CH:11]=1)([O-:15])=[O:14]. Given the reactants Cl[CH2:2][C:3](Cl)=[O:4].[NH2:6][C:7]1[C:12]([N+:13]([O-:15])=[O:14])=[CH:11][CH:10]=[CH:9][C:8]=1[OH:16].C(=O)([O-])[O-].[K+].[K+], predict the reaction product. (6) Given the reactants [N:1]1[CH:6]=[CH:5][C:4]([NH:7][CH:8]2[CH2:13][CH2:12][N:11](C(OC(C)(C)C)=O)[CH2:10][CH2:9]2)=[CH:3][CH:2]=1.[C:21]([OH:27])([C:23]([F:26])([F:25])[F:24])=[O:22].C(Cl)Cl, predict the reaction product. The product is: [NH:11]1[CH2:12][CH2:13][CH:8]([NH:7][C:4]2[CH:5]=[CH:6][N:1]=[CH:2][CH:3]=2)[CH2:9][CH2:10]1.[C:21]([OH:27])([C:23]([F:26])([F:25])[F:24])=[O:22]. (7) Given the reactants [Br:1][C:2]1[CH:7]=[CH:6][C:5]([NH:8][C:9]2[N:13]([CH3:14])[C:12]3[CH:15]=[C:16]([O:29][CH3:30])[C:17]([O:19][C:20]4([C:26](O)=O)[CH:25]=[CH:24][CH:23]=[CH:22][NH:21]4)=[CH:18][C:11]=3[N:10]=2)=[CH:4][C:3]=1[CH3:31].[N:32]1([CH2:37][CH2:38][NH2:39])[CH2:36][CH2:35]C[CH2:33]1.CN([C:43]([O:47]N1N=NC2C=CC=CC1=2)=[N+](C)C)C.F[P-](F)(F)(F)(F)F.C(N(CC)C(C)C)(C)C, predict the reaction product. The product is: [Br:1][C:2]1[CH:7]=[CH:6][C:5]([NH:8][C:9]2[N:13]([CH3:14])[C:12]3[CH:15]=[C:16]([O:29][CH3:30])[C:17]([O:19][C:20]4([CH:26]5[CH2:33][N:32]([CH2:37][CH2:38][NH:39][CH:43]=[O:47])[CH2:36][CH2:35]5)[CH:25]=[CH:24][CH:23]=[CH:22][NH:21]4)=[CH:18][C:11]=3[N:10]=2)=[CH:4][C:3]=1[CH3:31]. (8) The product is: [CH2:1]([C:3]1[CH:4]=[CH:5][C:6]([CH2:9][CH2:10][OH:11])=[N:7][CH:8]=1)[CH3:2]. Given the reactants [CH2:1]([C:3]1[CH:4]=[CH:5][C:6]([CH3:9])=[N:7][CH:8]=1)[CH3:2].[CH2:10]=[O:11], predict the reaction product. (9) Given the reactants [C:1]([C:3]1[CH:4]=[C:5]([NH:9][C:10](=[O:16])[O:11][C:12]([CH3:15])([CH3:14])[CH3:13])[CH:6]=[CH:7][CH:8]=1)#[CH:2].I[C:18]1[CH:23]=[C:22]([N+:24]([O-:26])=[O:25])[CH:21]=[CH:20][C:19]=1[NH:27][C:28](=[O:34])[O:29][C:30]([CH3:33])([CH3:32])[CH3:31].C(N(CC)C(C)C)(C)C, predict the reaction product. The product is: [C:30]([O:29][C:28]([NH:27][C:19]1[CH:20]=[CH:21][C:22]([N+:24]([O-:26])=[O:25])=[CH:23][C:18]=1[C:2]#[C:1][C:3]1[CH:4]=[C:5]([NH:9][C:10](=[O:16])[O:11][C:12]([CH3:13])([CH3:15])[CH3:14])[CH:6]=[CH:7][CH:8]=1)=[O:34])([CH3:33])([CH3:31])[CH3:32]. (10) Given the reactants [Cl:1][C:2]1[CH:10]=[C:9]2[C:5]([C:6]([C:15]([N:17]3[CH2:22][CH2:21][CH:20]([C:23]4[C:28]([O:29][CH3:30])=[CH:27][CH:26]=[CH:25][C:24]=4[O:31][CH3:32])[CH2:19][CH2:18]3)=[O:16])=[CH:7][N:8]2[CH2:11][C:12]([OH:14])=O)=[CH:4][CH:3]=1.C(O[C:38](=O)[N:39]([CH2:41][CH2:42][NH2:43])C)(C)(C)C.C(O)(C(F)(F)F)=O, predict the reaction product. The product is: [Cl:1][C:2]1[CH:10]=[C:9]2[C:5]([C:6]([C:15]([N:17]3[CH2:18][CH2:19][CH:20]([C:23]4[C:24]([O:31][CH3:32])=[CH:25][CH:26]=[CH:27][C:28]=4[O:29][CH3:30])[CH2:21][CH2:22]3)=[O:16])=[CH:7][N:8]2[CH2:11][C:12]([NH:43][CH2:42][CH2:41][NH:39][CH3:38])=[O:14])=[CH:4][CH:3]=1.